This data is from Reaction yield outcomes from USPTO patents with 853,638 reactions. The task is: Predict the reaction yield, written as a fraction of the theoretical maximum amount of product (1.0 means a 100% yield; for example, 0.34 means a 34% yield). (1) The reactants are [CH:1]1([C:7]([S:9][C:10]2[CH:18]=[CH:17][CH:16]=[CH:15][C:11]=2[C:12](O)=[O:13])=O)[CH2:6][CH2:5][CH2:4][CH2:3][CH2:2]1.C([N:21](CC)CC)C.ClC(OCC)=O.[N-]=[N+]=[N-].[Na+].C(P(CCCC)CCCC)CCC. The catalyst is CC(C)=O.O.C1(C)C=CC=CC=1. The product is [C:1]1(=[C:7]2[NH:21][C:12](=[O:13])[C:11]3[CH:15]=[CH:16][CH:17]=[CH:18][C:10]=3[S:9]2)[CH2:6][CH2:5][CH2:4][CH2:3][CH2:2]1. The yield is 0.100. (2) The catalyst is C(Cl)Cl. The yield is 0.920. The product is [F:1][C:2]1[CH:7]=[CH:6][C:5]([S:8][C:9]2[C:10]([C:22]([OH:24])=[O:23])=[N:11][C:12]([S:15][C:16]3[N:20]([CH3:21])[CH:19]=[N:18][N:17]=3)=[CH:13][CH:14]=2)=[CH:4][CH:3]=1. The reactants are [F:1][C:2]1[CH:7]=[CH:6][C:5]([S:8][C:9]2[C:10]([C:22]([O:24]C(C)(C)C)=[O:23])=[N:11][C:12]([S:15][C:16]3[N:20]([CH3:21])[CH:19]=[N:18][N:17]=3)=[CH:13][CH:14]=2)=[CH:4][CH:3]=1.C(O)(C(F)(F)F)=O.